This data is from Reaction yield outcomes from USPTO patents with 853,638 reactions. The task is: Predict the reaction yield, written as a fraction of the theoretical maximum amount of product (1.0 means a 100% yield; for example, 0.34 means a 34% yield). (1) The reactants are [NH:1]1[C:4](=[O:5])[C@@H:3]2[CH2:6][C:7]3[C:12]([C@H:2]12)=[CH:11][CH:10]=[CH:9][CH:8]=3.[C:13]([O:17][C:18](O[C:18]([O:17][C:13]([CH3:16])([CH3:15])[CH3:14])=[O:19])=[O:19])([CH3:16])([CH3:15])[CH3:14].C(Cl)Cl. The catalyst is C(#N)C. The product is [O:5]=[C:4]1[N:1]([C:18]([O:17][C:13]([CH3:16])([CH3:15])[CH3:14])=[O:19])[C@H:2]2[C:12]3[C:7]([CH2:6][C@@H:3]12)=[CH:8][CH:9]=[CH:10][CH:11]=3. The yield is 0.900. (2) The reactants are [F:1][C:2]1[CH:3]=[CH:4][C:5]([O:11][CH3:12])=[C:6](B(O)O)[CH:7]=1.Cl[C:14]1[N:19]=[CH:18][N:17]=[C:16]([NH:20][C:21]([CH:23]2[CH2:28][CH2:27][CH2:26][N:25]([C:29]([O:31][CH2:32][C:33]3[CH:38]=[CH:37][CH:36]=[CH:35][CH:34]=3)=[O:30])[CH2:24]2)=[O:22])[CH:15]=1.C1C=CC(P(C2C=CC=CC=2)C2C=CC=CC=2)=CC=1.C(=O)([O-])[O-].[Na+].[Na+]. The catalyst is C1COCC1.O.C([O-])(=O)C.[Pd+2].C([O-])(=O)C. The product is [CH2:32]([O:31][C:29]([N:25]1[CH2:26][CH2:27][CH2:28][CH:23]([C:21](=[O:22])[NH:20][C:16]2[CH:15]=[C:14]([C:6]3[CH:7]=[C:2]([F:1])[CH:3]=[CH:4][C:5]=3[O:11][CH3:12])[N:19]=[CH:18][N:17]=2)[CH2:24]1)=[O:30])[C:33]1[CH:34]=[CH:35][CH:36]=[CH:37][CH:38]=1. The yield is 0.538. (3) The reactants are [H-].[Na+].[O:3]=[C:4]1[C:13]2[C:12]([C:14]([F:17])([F:16])[F:15])=[CH:11][CH:10]=[CH:9][C:8]=2[C@@H:7]2[CH2:18][N:19]([C:21]([O:23][C:24]([CH3:27])([CH3:26])[CH3:25])=[O:22])[CH2:20][C@H:6]2[NH:5]1.I[CH3:29]. The catalyst is C1COCC1. The product is [CH3:29][N:5]1[C@@H:6]2[CH2:20][N:19]([C:21]([O:23][C:24]([CH3:27])([CH3:26])[CH3:25])=[O:22])[CH2:18][C@H:7]2[C:8]2[CH:9]=[CH:10][CH:11]=[C:12]([C:14]([F:16])([F:17])[F:15])[C:13]=2[C:4]1=[O:3]. The yield is 0.740. (4) The reactants are CC(OC([N:8]1[CH2:12][CH2:11][N:10]([C:13]2[CH:18]=[CH:17][CH:16]=[C:15]([C:19]3[C:28]4[C:23](=[CH:24][C:25]([O:34][CH3:35])=[C:26]5[O:31][C:30]([CH3:33])([CH3:32])[CH2:29][C:27]5=4)[CH2:22][C:21]([CH3:37])([CH3:36])[N:20]=3)[CH:14]=2)[S:9]1(=O)=O)=O)(C)C.[OH-].[Na+]. The catalyst is Cl.C(OCC)(=O)C. The product is [CH3:35][O:34][C:25]1[CH:24]=[C:23]2[C:28](=[C:27]3[CH2:29][C:30]([CH3:33])([CH3:32])[O:31][C:26]=13)[C:19]([C:15]1[CH:14]=[C:13]([N:10]3[CH2:11][CH2:12][NH:8][S:9]3)[CH:18]=[CH:17][CH:16]=1)=[N:20][C:21]([CH3:37])([CH3:36])[CH2:22]2. The yield is 0.870. (5) The reactants are [BH4-].[Li+].C([O:5][C:6]([C:8]1([C:23](O)=[O:24])[CH2:12][CH2:11][N:10]([C:13](=[O:22])[C:14]2[CH:19]=[CH:18][C:17]([O:20][CH3:21])=[CH:16][CH:15]=2)[CH2:9]1)=[O:7])C. The catalyst is C(O)(C)C. The product is [OH:24][CH2:23][C:8]1([C:6]([OH:7])=[O:5])[CH2:12][CH2:11][N:10]([C:13](=[O:22])[C:14]2[CH:19]=[CH:18][C:17]([O:20][CH3:21])=[CH:16][CH:15]=2)[CH2:9]1. The yield is 0.360. (6) The reactants are [NH2:1][CH2:2][CH2:3][CH2:4][NH:5][C:6](=[O:12])[O:7][C:8]([CH3:11])([CH3:10])[CH3:9].[C:13]([N:21]=[C:22]=[S:23])(=[O:20])[C:14]1[CH:19]=[CH:18][CH:17]=[CH:16][CH:15]=1. The catalyst is C(Cl)Cl. The product is [C:13]([NH:21][C:22](=[S:23])[NH:1][CH2:2][CH2:3][CH2:4][NH:5][C:6](=[O:12])[O:7][C:8]([CH3:9])([CH3:11])[CH3:10])(=[O:20])[C:14]1[CH:19]=[CH:18][CH:17]=[CH:16][CH:15]=1. The yield is 1.00. (7) The reactants are [N:1]1[S:2][N:3]=[C:4]2[C:9]([CH2:10][NH:11][C@@H:12]([CH3:20])[CH:13]([O:17][CH2:18][CH3:19])[O:14][CH2:15][CH3:16])=[CH:8][CH:7]=[CH:6][C:5]=12.[CH:21]1[C:33]2[CH:32]([CH2:34][O:35][C:36]([NH:38][C@@H:39]([CH2:43][C:44]3[CH:49]=[CH:48][C:47]([O:50][C:51]([CH3:54])([CH3:53])[CH3:52])=[CH:46][CH:45]=3)[C:40](O)=[O:41])=[O:37])[C:31]3[C:26](=[CH:27][CH:28]=[CH:29][CH:30]=3)[C:25]=2[CH:24]=[CH:23][CH:22]=1. No catalyst specified. The product is [N:1]1[S:2][N:3]=[C:4]2[C:9]([CH2:10][N:11]([C@@H:12]([CH3:20])[CH:13]([O:14][CH2:15][CH3:16])[O:17][CH2:18][CH3:19])[C:40](=[O:41])[C@@H:39]([NH:38][C:36](=[O:37])[O:35][CH2:34][CH:32]3[C:33]4[CH:21]=[CH:22][CH:23]=[CH:24][C:25]=4[C:26]4[C:31]3=[CH:30][CH:29]=[CH:28][CH:27]=4)[CH2:43][C:44]3[CH:49]=[CH:48][C:47]([O:50][C:51]([CH3:54])([CH3:53])[CH3:52])=[CH:46][CH:45]=3)=[CH:8][CH:7]=[CH:6][C:5]=12. The yield is 0.680. (8) The reactants are [CH2:1]([O:3][C:4](=[O:22])[C:5]([C:7]1[CH:12]=[CH:11][C:10]([O:13][Si](C(C)(C)C)(C)C)=[CH:9][C:8]=1[OH:21])=O)[CH3:2].Cl[CH2:24][C:25]([C:27]1[CH:32]=[CH:31][C:30]([Cl:33])=[CH:29][C:28]=1[Cl:34])=[O:26].C(=O)([O-])[O-].[K+].[K+].C(OCC)(=O)C. The catalyst is CN(C)C=O.O. The product is [CH2:1]([O:3][C:4]([C:5]1[C:7]2[CH:12]=[CH:11][C:10]([OH:13])=[CH:9][C:8]=2[O:21][C:24]=1[C:25](=[O:26])[C:27]1[CH:32]=[CH:31][C:30]([Cl:33])=[CH:29][C:28]=1[Cl:34])=[O:22])[CH3:2]. The yield is 0.360. (9) The reactants are [N+:1]([C:4]1[CH:5]=[C:6]([CH:16]=[CH:17][C:18]=1[N+:19]([O-])=O)[C:7]([NH:9][CH2:10][CH:11]1[CH2:15][CH2:14][CH2:13][O:12]1)=[O:8])([O-])=O.[N:22]#[C:23]Br.[O:25]1[C:29]2[CH:30]=[CH:31][C:32]([C:34]3[S:35][CH:36]=[C:37]([C:39](O)=[O:40])[N:38]=3)=[CH:33][C:28]=2[CH2:27][CH2:26]1.C(OC(C)C)(C)C. The catalyst is [Pd].ClCCl.C(O)C. The product is [O:25]1[C:29]2[CH:30]=[CH:31][C:32]([C:34]3[S:35][CH:36]=[C:37]([C:39]([NH:22][C:23]4[NH:19][C:18]5[CH:17]=[CH:16][C:6]([C:7](=[O:8])[NH:9][CH2:10][CH:11]6[CH2:15][CH2:14][CH2:13][O:12]6)=[CH:5][C:4]=5[N:1]=4)=[O:40])[N:38]=3)=[CH:33][C:28]=2[CH2:27][CH2:26]1. The yield is 0.450. (10) The reactants are [OH:1][C:2]1[CH:3]=[C:4]2[C:9](=[CH:10][CH:11]=1)[NH:8][C:7](=[O:12])[CH2:6][CH2:5]2.[CH:13]1([N:19]2[C:23]([CH2:24][CH2:25][CH2:26][CH2:27]Cl)=[N:22][N:21]=[N:20]2)[CH2:18][CH2:17][CH2:16][CH2:15][CH2:14]1.C(=O)([O-])[O-].[K+].[K+].C1(C)C=CC=CC=1. The catalyst is [Cl-].C([N+](CCCC)(CCCC)CCCC)CCC.S([O-])([O-])=O.[Na+].[Na+].CO.O. The product is [CH:13]1([N:19]2[C:23]([CH2:24][CH2:25][CH2:26][CH2:27][O:1][C:2]3[CH:3]=[C:4]4[C:9](=[CH:10][CH:11]=3)[NH:8][C:7](=[O:12])[CH2:6][CH2:5]4)=[N:22][N:21]=[N:20]2)[CH2:14][CH2:15][CH2:16][CH2:17][CH2:18]1. The yield is 0.950.